This data is from Catalyst prediction with 721,799 reactions and 888 catalyst types from USPTO. The task is: Predict which catalyst facilitates the given reaction. (1) Reactant: [Cl:1][C:2]1[CH:7]=[CH:6][C:5]([S:8]([N:11]([C:15]2[C:16]([CH:22]=[O:23])=[N:17][CH:18]=[C:19]([Cl:21])[CH:20]=2)COC)(=[O:10])=[O:9])=[CH:4][C:3]=1[C:24]([F:27])([F:26])[F:25].O.Cl. Product: [Cl:1][C:2]1[CH:7]=[CH:6][C:5]([S:8]([NH:11][C:15]2[C:16]([CH:22]=[O:23])=[N:17][CH:18]=[C:19]([Cl:21])[CH:20]=2)(=[O:10])=[O:9])=[CH:4][C:3]=1[C:24]([F:25])([F:27])[F:26]. The catalyst class is: 12. (2) Reactant: [CH3:1][C:2]1[C:8]([N:9]2[CH2:13][CH2:12][CH2:11][CH2:10]2)=[C:7]([CH3:14])[CH:6]=[C:5]([CH3:15])[C:3]=1[NH2:4].C[Al](C)C.[NH2:20][C:21]1[CH:25]=[CH:24][S:23][C:22]=1[C:26](OC)=[O:27].Cl. Product: [NH2:20][C:21]1[CH:25]=[CH:24][S:23][C:22]=1[C:26]([NH:4][C:3]1[C:5]([CH3:15])=[CH:6][C:7]([CH3:14])=[C:8]([N:9]2[CH2:13][CH2:12][CH2:11][CH2:10]2)[C:2]=1[CH3:1])=[O:27]. The catalyst class is: 26. (3) Reactant: [C:1]([O:5][CH3:6])(=[O:4])[CH2:2][SH:3].[H-].[Na+].F[C:10]1[CH:17]=[CH:16][C:15]([O:18][CH3:19])=[CH:14][C:11]=1[CH:12]=O. Product: [CH3:6][O:5][C:1]([C:2]1[S:3][C:10]2[CH:17]=[CH:16][C:15]([O:18][CH3:19])=[CH:14][C:11]=2[CH:12]=1)=[O:4]. The catalyst class is: 16.